This data is from Full USPTO retrosynthesis dataset with 1.9M reactions from patents (1976-2016). The task is: Predict the reactants needed to synthesize the given product. (1) The reactants are: [CH3:1][N:2]([C:4]1[CH:9]=[CH:8][C:7](B(O)O)=[CH:6][CH:5]=1)[CH3:3].Br[C:14]1[CH:15]=[C:16]([C:20]2[N:25]3[N:26]=[CH:27][C:28]([C:29]([C:31]4[S:32][CH:33]=[CH:34][CH:35]=4)=[O:30])=[C:24]3[N:23]=[CH:22][CH:21]=2)[CH:17]=[CH:18][CH:19]=1. Given the product [CH3:1][N:2]([CH3:3])[C:4]1[CH:9]=[C:8]([C:18]2[CH:19]=[CH:14][CH:15]=[C:16]([C:20]3[N:25]4[N:26]=[CH:27][C:28]([C:29]([C:31]5[S:32][CH:33]=[CH:34][CH:35]=5)=[O:30])=[C:24]4[N:23]=[CH:22][CH:21]=3)[CH:17]=2)[CH:7]=[CH:6][CH:5]=1, predict the reactants needed to synthesize it. (2) Given the product [Br:1][C:2]1[CH:3]=[CH:4][C:5](/[C:8](/[CH3:30])=[C:9](/[CH2:28][CH3:29])\[CH2:10][O:11][C:12]2[CH:17]=[CH:16][C:15]([CH2:18][C@H:19]([O:25][CH2:26][CH3:27])[C:20]([OH:22])=[O:21])=[CH:14][CH:13]=2)=[CH:6][CH:7]=1, predict the reactants needed to synthesize it. The reactants are: [Br:1][C:2]1[CH:7]=[CH:6][C:5](/[C:8](/[CH3:30])=[C:9](/[CH2:28][CH3:29])\[CH2:10][O:11][C:12]2[CH:17]=[CH:16][C:15]([CH2:18][C@H:19]([O:25][CH2:26][CH3:27])[C:20]([O:22]CC)=[O:21])=[CH:14][CH:13]=2)=[CH:4][CH:3]=1.[OH-].[Na+]. (3) Given the product [OH:1][C:2]1[CH:3]=[CH:4][C:5]([CH:8]([CH2:9][C:10](=[O:11])[C:12]2[CH:13]=[CH:14][CH:15]=[CH:16][CH:17]=2)[CH:21]([N+:18]([O-:20])=[O:19])[C:22]([O:24][CH2:25][CH3:26])=[O:23])=[CH:6][CH:7]=1, predict the reactants needed to synthesize it. The reactants are: [OH:1][C:2]1[CH:7]=[CH:6][C:5](/[CH:8]=[CH:9]/[C:10]([C:12]2[CH:17]=[CH:16][CH:15]=[CH:14][CH:13]=2)=[O:11])=[CH:4][CH:3]=1.[N+:18]([CH2:21][C:22]([O:24][CH2:25][CH3:26])=[O:23])([O-:20])=[O:19].C(N(CC)CC)C. (4) Given the product [NH2:7][C:8]1([C:12]2[CH:13]=[CH:14][C:15]([C:18]3[C:27](=[O:28])[C:26]4[C:21](=[CH:22][CH:23]=[C:24]([F:29])[CH:25]=4)[O:20][C:19]=3[C:30]3[CH:35]=[CH:34][CH:33]=[CH:32][CH:31]=3)=[CH:16][CH:17]=2)[CH2:9][CH2:10][CH2:11]1, predict the reactants needed to synthesize it. The reactants are: C(OC(=O)[NH:7][C:8]1([C:12]2[CH:17]=[CH:16][C:15]([C:18]3[C:27](=[O:28])[C:26]4[C:21](=[CH:22][CH:23]=[C:24]([F:29])[CH:25]=4)[O:20][C:19]=3[C:30]3[CH:35]=[CH:34][CH:33]=[CH:32][CH:31]=3)=[CH:14][CH:13]=2)[CH2:11][CH2:10][CH2:9]1)(C)(C)C.C(O)(C(F)(F)F)=O. (5) Given the product [C:1]([O:4][C@H:5]([C:9]([CH3:12])([CH3:11])[CH3:10])[C:6]([N:40]1[CH2:41][CH2:42][CH2:43][CH2:44][C@H:39]1[C:37](=[O:38])[NH:36][CH2:35][C:29]1[CH:30]=[C:31]([Cl:34])[CH:32]=[CH:33][C:28]=1[CH2:27][NH:26][C:25]([O:24][C:20]([CH3:22])([CH3:21])[CH3:23])=[O:45])=[O:7])(=[O:3])[CH3:2], predict the reactants needed to synthesize it. The reactants are: [C:1]([O:4][C@H:5]([C:9]([CH3:12])([CH3:11])[CH3:10])[C:6](Cl)=[O:7])(=[O:3])[CH3:2].C(N(CC)CC)C.[C:20]([O:24][C:25](=[O:45])[NH:26][CH2:27][C:28]1[CH:33]=[CH:32][C:31]([Cl:34])=[CH:30][C:29]=1[CH2:35][NH:36][C:37]([C@@H:39]1[CH2:44][CH2:43][CH2:42][CH2:41][NH:40]1)=[O:38])([CH3:23])([CH3:22])[CH3:21]. (6) Given the product [Br:33][C:34]1[CH:35]=[C:36]([NH:37][C:17]([C:16]2[CH:20]=[CH:21][C:13]([O:12][C:11]3[CH:10]=[C:9]4[C:4]([CH:5]([C:22]([O:24][CH2:25][CH3:26])=[O:23])[CH2:6][CH2:7][O:8]4)=[CH:3][C:2]=3[Cl:1])=[CH:14][CH:15]=2)=[O:18])[CH:38]=[CH:39][C:40]=1[F:41], predict the reactants needed to synthesize it. The reactants are: [Cl:1][C:2]1[CH:3]=[C:4]2[C:9](=[CH:10][C:11]=1[O:12][C:13]1[CH:21]=[CH:20][C:16]([C:17](O)=[O:18])=[CH:15][CH:14]=1)[O:8][CH2:7][CH2:6][CH:5]2[C:22]([O:24][CH2:25][CH3:26])=[O:23].C(Cl)(=O)C(Cl)=O.[Br:33][C:34]1[CH:35]=[C:36]([CH:38]=[CH:39][C:40]=1[F:41])[NH2:37].C(N(CC)CC)C. (7) Given the product [OH:10][C@H:3]1[CH2:4][C:5]([CH3:9])([CH3:8])[O:6][CH2:7][C@@H:2]1[NH:1][C:31](=[O:32])[O:33][CH2:34][CH2:35][Si:36]([CH3:39])([CH3:38])[CH3:37], predict the reactants needed to synthesize it. The reactants are: [NH2:1][C@H:2]1[CH2:7][O:6][C:5]([CH3:9])([CH3:8])[CH2:4][C@@H:3]1[OH:10].C(N(CC)CC)C.O1CCOCC1.O=C1CCC(=O)N1[C:31]([O:33][CH2:34][CH2:35][Si:36]([CH3:39])([CH3:38])[CH3:37])=[O:32].